This data is from Reaction yield outcomes from USPTO patents with 853,638 reactions. The task is: Predict the reaction yield, written as a fraction of the theoretical maximum amount of product (1.0 means a 100% yield; for example, 0.34 means a 34% yield). (1) The product is [C:23]([O:27][C:28](=[O:29])[NH:9][C:7]1[CH:8]=[C:3]([C:2]([F:11])([F:12])[F:1])[CH:4]=[C:5]([NH2:10])[CH:6]=1)([CH3:26])([CH3:25])[CH3:24]. The reactants are [F:1][C:2]([F:12])([F:11])[C:3]1[CH:4]=[C:5]([NH2:10])[CH:6]=[C:7]([NH2:9])[CH:8]=1.C[Si]([N-][Si](C)(C)C)(C)C.[Na+].[C:23]([O:27][C:28](O[C:28]([O:27][C:23]([CH3:26])([CH3:25])[CH3:24])=[O:29])=[O:29])([CH3:26])([CH3:25])[CH3:24]. The yield is 0.680. The catalyst is C1COCC1. (2) The reactants are [F:1][C:2]1[CH:3]=[N:4][CH:5]=[CH:6][C:7]=1[C:8]1[CH:9]=[C:10]2[N:22]=[C:21]([NH:23][NH2:24])[NH:20][C:11]2=[N:12][C:13]=1[C:14]1[CH:15]=[N:16][CH:17]=[CH:18][CH:19]=1.[CH3:25][C:26](=O)[CH2:27][C:28](=O)[CH3:29].Cl. The catalyst is C(O)C. The product is [CH3:25][C:26]1[CH:27]=[C:28]([CH3:29])[N:23]([C:21]2[NH:20][C:11]3=[N:12][C:13]([C:14]4[CH:15]=[N:16][CH:17]=[CH:18][CH:19]=4)=[C:8]([C:7]4[CH:6]=[CH:5][N:4]=[CH:3][C:2]=4[F:1])[CH:9]=[C:10]3[N:22]=2)[N:24]=1. The yield is 0.250. (3) The reactants are [Al+3].[Cl-].[Cl-].[Cl-].[C:5]1([NH:11][C:12](=[O:17])[CH:13]=[C:14]([CH3:16])[CH3:15])[CH:10]=[CH:9][CH:8]=[CH:7][CH:6]=1. The catalyst is C1C=CC=CC=1. The product is [CH3:16][C:14]1([CH3:15])[C:10]2[C:5](=[CH:6][CH:7]=[CH:8][CH:9]=2)[NH:11][C:12](=[O:17])[CH2:13]1. The yield is 0.860.